Dataset: Catalyst prediction with 721,799 reactions and 888 catalyst types from USPTO. Task: Predict which catalyst facilitates the given reaction. Reactant: [C:1](OC(OC(C)(C)C)=O)(OC(C)(C)C)=[O:2].CC(OC([NH:23]CCCC1N2C=CC=CC2=NC=1C(OCC)=O)=O)(C)C.[CH3:41][C:42]([O:45][C:46]([NH:48][CH2:49][CH2:50][CH2:51][C:52]1[N:56]2[CH:57]=[CH:58][CH:59]=[CH:60][C:55]2=[N:54][C:53]=1[C:61](OC)=[O:62])=[O:47])([CH3:44])[CH3:43].[BH4-].[Li+].[OH-].[Na+]. Product: [NH3:23].[CH3:1][OH:2].[OH:62][CH2:61][C:53]1[N:54]=[C:55]2[CH:60]=[CH:59][CH:58]=[CH:57][N:56]2[C:52]=1[CH2:51][CH2:50][CH2:49][NH:48][C:46](=[O:47])[O:45][C:42]([CH3:43])([CH3:41])[CH3:44]. The catalyst class is: 489.